From a dataset of Peptide-MHC class II binding affinity with 134,281 pairs from IEDB. Regression. Given a peptide amino acid sequence and an MHC pseudo amino acid sequence, predict their binding affinity value. This is MHC class II binding data. (1) The peptide sequence is PGLLATNNVFRLKGG. The MHC is DRB1_0701 with pseudo-sequence DRB1_0701. The binding affinity (normalized) is 0.635. (2) The peptide sequence is PGEINRVASCLRKLGVPPLRAY. The MHC is DRB1_0301 with pseudo-sequence DRB1_0301. The binding affinity (normalized) is 0. (3) The peptide sequence is SQTVNALISDNLLMK. The MHC is DRB1_0101 with pseudo-sequence DRB1_0101. The binding affinity (normalized) is 0.704.